This data is from Full USPTO retrosynthesis dataset with 1.9M reactions from patents (1976-2016). The task is: Predict the reactants needed to synthesize the given product. (1) Given the product [CH3:1][S:2]([NH:10][C:11]1[CH:19]=[C:18]2[C:14]([CH:15]=[C:16]([C:27]([O:29][CH2:30][CH3:31])=[O:28])[N:17]2[C:20]([O:22][C:23]([CH3:26])([CH3:25])[CH3:24])=[O:21])=[CH:13][CH:12]=1)(=[O:5])=[O:3], predict the reactants needed to synthesize it. The reactants are: [CH3:1][S:2]([O:5]S(C)(=O)=O)(=O)=[O:3].[NH2:10][C:11]1[CH:19]=[C:18]2[C:14]([CH:15]=[C:16]([C:27]([O:29][CH2:30][CH3:31])=[O:28])[N:17]2[C:20]([O:22][C:23]([CH3:26])([CH3:25])[CH3:24])=[O:21])=[CH:13][CH:12]=1.N1C=CC=CC=1. (2) Given the product [CH2:38]([O:40][C:41]([C:43]1([NH:52][C:11]([C:10]2[C:4]3[O:3][C:2]([CH3:1])=[CH:6][C:5]=3[CH:7]=[CH:8][CH:9]=2)=[O:13])[CH2:51][C:50]2[C:45](=[CH:46][CH:47]=[CH:48][CH:49]=2)[CH2:44]1)=[O:42])[CH3:39], predict the reactants needed to synthesize it. The reactants are: [CH3:1][C:2]1[O:3][C:4]2[C:10]([C:11]([OH:13])=O)=[CH:9][CH:8]=[CH:7][C:5]=2[CH:6]=1.CN(C(ON1N=NC2C=CC=CC1=2)=[N+](C)C)C.F[P-](F)(F)(F)(F)F.[CH2:38]([O:40][C:41]([C:43]1([NH2:52])[CH2:51][C:50]2[C:45](=[CH:46][CH:47]=[CH:48][CH:49]=2)[CH2:44]1)=[O:42])[CH3:39].CCN(C(C)C)C(C)C. (3) Given the product [Br:7][C:8]1[C:17](=[O:18])[C:16]2[C:11](=[CH:12][CH:13]=[CH:14][CH:15]=2)[N:10]([CH3:1])[N:9]=1, predict the reactants needed to synthesize it. The reactants are: [CH3:1]C(C)([O-])C.[K+].[Br:7][C:8]1[N:9]=[N:10][C:11]2[C:16]([C:17]=1[OH:18])=[CH:15][CH:14]=[CH:13][CH:12]=2.CI. (4) The reactants are: [H-].[Na+].[C:3]([C:5]1[CH:41]=[CH:40][C:8]([C:9]([NH:11][C:12]2[C:13]([C:36]([F:39])([F:38])[F:37])=[N:14][C:15]([O:18][CH2:19][C:20]3[C:21]([C:28]4[C:33]([Cl:34])=[CH:32][CH:31]=[CH:30][C:29]=4[Cl:35])=[N:22][O:23][C:24]=3[CH:25]([CH3:27])[CH3:26])=[CH:16][CH:17]=2)=[O:10])=[CH:7][CH:6]=1)#[N:4].I[CH3:43]. Given the product [C:3]([C:5]1[CH:6]=[CH:7][C:8]([C:9]([N:11]([C:12]2[C:13]([C:36]([F:37])([F:39])[F:38])=[N:14][C:15]([O:18][CH2:19][C:20]3[C:21]([C:28]4[C:29]([Cl:35])=[CH:30][CH:31]=[CH:32][C:33]=4[Cl:34])=[N:22][O:23][C:24]=3[CH:25]([CH3:27])[CH3:26])=[CH:16][CH:17]=2)[CH3:43])=[O:10])=[CH:40][CH:41]=1)#[N:4], predict the reactants needed to synthesize it. (5) Given the product [Cl:1][C:2]1[CH:7]=[CH:6][C:5]([CH:8]2[C:13]3[N:14]4[N:19]=[C:18]([CH3:20])[S:17][C:15]4=[N:16][C:12]=3[CH2:11][CH2:10][N:9]2[C:21](=[O:32])[CH2:22][O:23][C:24]2[C:25]([Cl:31])=[N:26][C:27]([N:37]3[CH2:38][CH2:39][C:35]([F:40])([F:34])[CH2:36]3)=[CH:28][CH:29]=2)=[C:4]([F:33])[CH:3]=1, predict the reactants needed to synthesize it. The reactants are: [Cl:1][C:2]1[CH:7]=[CH:6][C:5]([CH:8]2[C:13]3[N:14]4[N:19]=[C:18]([CH3:20])[S:17][C:15]4=[N:16][C:12]=3[CH2:11][CH2:10][N:9]2[C:21](=[O:32])[CH2:22][O:23][C:24]2[C:25]([Cl:31])=[N:26][C:27](I)=[CH:28][CH:29]=2)=[C:4]([F:33])[CH:3]=1.[F:34][C:35]1([F:40])[CH2:39][CH2:38][NH:37][CH2:36]1.